This data is from NCI-60 drug combinations with 297,098 pairs across 59 cell lines. The task is: Regression. Given two drug SMILES strings and cell line genomic features, predict the synergy score measuring deviation from expected non-interaction effect. (1) Drug 1: C1CCN(CC1)CCOC2=CC=C(C=C2)C(=O)C3=C(SC4=C3C=CC(=C4)O)C5=CC=C(C=C5)O. Drug 2: CCC(=C(C1=CC=CC=C1)C2=CC=C(C=C2)OCCN(C)C)C3=CC=CC=C3.C(C(=O)O)C(CC(=O)O)(C(=O)O)O. Cell line: HCC-2998. Synergy scores: CSS=-1.43, Synergy_ZIP=3.05, Synergy_Bliss=4.12, Synergy_Loewe=0.772, Synergy_HSA=0.837. (2) Drug 1: C1=CC(=CC=C1C#N)C(C2=CC=C(C=C2)C#N)N3C=NC=N3. Drug 2: CC1=C(C(=CC=C1)Cl)NC(=O)C2=CN=C(S2)NC3=CC(=NC(=N3)C)N4CCN(CC4)CCO. Cell line: PC-3. Synergy scores: CSS=7.69, Synergy_ZIP=-0.200, Synergy_Bliss=5.18, Synergy_Loewe=-10.6, Synergy_HSA=-1.24. (3) Drug 1: CC(C1=C(C=CC(=C1Cl)F)Cl)OC2=C(N=CC(=C2)C3=CN(N=C3)C4CCNCC4)N. Drug 2: C1C(C(OC1N2C=NC(=NC2=O)N)CO)O. Cell line: RPMI-8226. Synergy scores: CSS=40.4, Synergy_ZIP=2.12, Synergy_Bliss=2.99, Synergy_Loewe=-18.1, Synergy_HSA=-0.480. (4) Drug 1: C1=CC(=CC=C1C#N)C(C2=CC=C(C=C2)C#N)N3C=NC=N3. Drug 2: C1C(C(OC1N2C=NC3=C2NC=NCC3O)CO)O. Cell line: DU-145. Synergy scores: CSS=-4.33, Synergy_ZIP=2.31, Synergy_Bliss=0.619, Synergy_Loewe=-3.68, Synergy_HSA=-3.75.